This data is from Reaction yield outcomes from USPTO patents with 853,638 reactions. The task is: Predict the reaction yield, written as a fraction of the theoretical maximum amount of product (1.0 means a 100% yield; for example, 0.34 means a 34% yield). The reactants are [F:1][C:2]1[CH:3]=[CH:4][C:5]([N:13]2[CH2:18][CH2:17][NH:16][CH2:15][CH2:14]2)=[C:6]2[C:11]=1[N:10]=[C:9]([CH3:12])[CH:8]=[CH:7]2.Cl[CH2:20][C:21]([C:23]1[CH:24]=[CH:25][C:26]2[O:31][CH2:30][C:29](=[O:32])[N:28]([CH3:33])[C:27]=2[CH:34]=1)=[O:22]. No catalyst specified. The product is [F:1][C:2]1[CH:3]=[CH:4][C:5]([N:13]2[CH2:18][CH2:17][N:16]([CH2:20][C:21]([C:23]3[CH:24]=[CH:25][C:26]4[O:31][CH2:30][C:29](=[O:32])[N:28]([CH3:33])[C:27]=4[CH:34]=3)=[O:22])[CH2:15][CH2:14]2)=[C:6]2[C:11]=1[N:10]=[C:9]([CH3:12])[CH:8]=[CH:7]2. The yield is 0.290.